This data is from Forward reaction prediction with 1.9M reactions from USPTO patents (1976-2016). The task is: Predict the product of the given reaction. (1) Given the reactants FC(F)(F)C(O)=O.C([O:15][C:16]1[CH:25]=[C:24]2[C:19]([C:20]([O:26][C:27]3[CH:32]=[CH:31][C:30]([NH:33][C:34]([C:36]4[C:37](=[O:49])[N:38]([C:42]5[CH:47]=[CH:46][C:45]([F:48])=[CH:44][CH:43]=5)[CH:39]=[CH:40][CH:41]=4)=[O:35])=[CH:29][C:28]=3[F:50])=[CH:21][CH:22]=[N:23]2)=[CH:18][C:17]=1[O:51][CH3:52])C1C=CC=CC=1.Br.CCOCC, predict the reaction product. The product is: [F:50][C:28]1[CH:29]=[C:30]([NH:33][C:34]([C:36]2[C:37](=[O:49])[N:38]([C:42]3[CH:43]=[CH:44][C:45]([F:48])=[CH:46][CH:47]=3)[CH:39]=[CH:40][CH:41]=2)=[O:35])[CH:31]=[CH:32][C:27]=1[O:26][C:20]1[C:19]2[C:24](=[CH:25][C:16]([OH:15])=[C:17]([O:51][CH3:52])[CH:18]=2)[N:23]=[CH:22][CH:21]=1. (2) Given the reactants [CH3:1][Si:2]([CH3:23])([CH3:22])[CH2:3][CH2:4][O:5][CH2:6][N:7]1[CH:11]=[C:10]([C:12]2[NH:17][C:16](=O)[N:15]3[CH:19]=[CH:20][N:21]=[C:14]3[CH:13]=2)[CH:9]=[N:8]1.CCN(C(C)C)C(C)C.O=P(Cl)(Cl)[Cl:35], predict the reaction product. The product is: [Cl:35][C:16]1[N:15]2[CH:19]=[CH:20][N:21]=[C:14]2[CH:13]=[C:12]([C:10]2[CH:9]=[N:8][N:7]([CH2:6][O:5][CH2:4][CH2:3][Si:2]([CH3:23])([CH3:22])[CH3:1])[CH:11]=2)[N:17]=1. (3) The product is: [C:1]([C:5]1[CH:9]=[C:8]2[N:7]([CH:6]=1)[N:15]=[CH:20][N:21]=[C:10]2[OH:11])([CH3:4])([CH3:3])[CH3:2]. Given the reactants [C:1]([C:5]1[CH:9]=[C:8]([C:10](OCC)=[O:11])[N:7]([NH2:15])[CH:6]=1)([CH3:4])([CH3:3])[CH3:2].C(O)(=O)C.[CH:20](N)=[NH:21].C(OC(O)C)C.C(Cl)(Cl)Cl, predict the reaction product. (4) Given the reactants C([O:5][C:6](=[O:42])[CH2:7][CH2:8][CH2:9][CH2:10][N:11]1[C:17]2[CH:18]=[CH:19][C:20]([I:22])=[CH:21][C:16]=2[C:15](=[O:23])[N:14]([C@@H:24]([C:26]2[CH:31]=[CH:30][C:29]([Cl:32])=[CH:28][CH:27]=2)[CH3:25])[C@@H:13]([C:33]2[CH:38]=[CH:37][C:36]([Cl:39])=[CH:35][C:34]=2[OH:40])[C:12]1=[O:41])(C)(C)C.ClC1C=CC([C@@H]2N([C@@H](C3C=CC(Cl)=CC=3)C)C(=O)C3C=CC=CC=3N(CCCCC(O)=O)C2=O)=C(O)C=1, predict the reaction product. The product is: [Cl:39][C:36]1[CH:37]=[CH:38][C:33]([C@@H:13]2[N:14]([C@@H:24]([C:26]3[CH:31]=[CH:30][C:29]([Cl:32])=[CH:28][CH:27]=3)[CH3:25])[C:15](=[O:23])[C:16]3[CH:21]=[C:20]([I:22])[CH:19]=[CH:18][C:17]=3[N:11]([CH2:10][CH2:9][CH2:8][CH2:7][C:6]([OH:42])=[O:5])[C:12]2=[O:41])=[C:34]([OH:40])[CH:35]=1. (5) Given the reactants [Cl:1][C:2]1[N:3]=[C:4]([N:17]2[CH2:22][CH2:21][O:20][CH2:19][CH2:18]2)[C:5]2[O:10][C:9]3[N:11]=[CH:12][C:13]([CH:15]=O)=[CH:14][C:8]=3[C:6]=2[N:7]=1.[CH3:23][O:24][CH2:25][CH2:26][N:27]1[CH2:32][CH2:31][NH:30][CH2:29][CH2:28]1.[BH-](OC(C)=O)(OC(C)=O)OC(C)=O.[Na+].[BH3-]C#N.[Na+], predict the reaction product. The product is: [Cl:1][C:2]1[N:3]=[C:4]([N:17]2[CH2:18][CH2:19][O:20][CH2:21][CH2:22]2)[C:5]2[O:10][C:9]3[N:11]=[CH:12][C:13]([CH2:15][N:30]4[CH2:31][CH2:32][N:27]([CH2:26][CH2:25][O:24][CH3:23])[CH2:28][CH2:29]4)=[CH:14][C:8]=3[C:6]=2[N:7]=1. (6) Given the reactants [Cl:1][C:2]1[C:3]([CH3:18])=[C:4]([NH:10][C@H:11]([C@@H:15]([OH:17])[CH3:16])[C:12]([OH:14])=O)[CH:5]=[CH:6][C:7]=1[C:8]#[N:9].[F:19][C:20]1[CH:21]=[C:22]([CH:27]=[CH:28][CH:29]=1)[C:23]([NH:25][NH2:26])=[O:24].OC1C2N=NNC=2C=CC=1.Cl.CN(C)CCCN=C=NCC, predict the reaction product. The product is: [Cl:1][C:2]1[C:3]([CH3:18])=[C:4]([NH:10][C@H:11]([C@@H:15]([OH:17])[CH3:16])[C:12]([NH:26][NH:25][C:23](=[O:24])[C:22]2[CH:27]=[CH:28][CH:29]=[C:20]([F:19])[CH:21]=2)=[O:14])[CH:5]=[CH:6][C:7]=1[C:8]#[N:9]. (7) Given the reactants [CH3:1][O:2][C:3]1[CH:8]=[CH:7][CH:6]=[CH:5][C:4]=1[C:9]1([C:12]([OH:14])=[O:13])[CH2:11][CH2:10]1.S(Cl)(Cl)=O.[CH3:19]O, predict the reaction product. The product is: [CH3:1][O:2][C:3]1[CH:8]=[CH:7][CH:6]=[CH:5][C:4]=1[C:9]1([C:12]([O:14][CH3:19])=[O:13])[CH2:10][CH2:11]1. (8) Given the reactants [O:1]=[C:2]([NH:17][C@@H:18]1[CH2:22][CH2:21][NH:20][CH2:19]1)[CH2:3][NH:4][C:5](=[O:16])[C:6]1[CH:11]=[CH:10][CH:9]=[C:8]([C:12]([F:15])([F:14])[F:13])[CH:7]=1.Br[CH:24]1[CH2:29][CH2:28][O:27][CH:26]([C:30]2[CH:35]=[CH:34][CH:33]=[CH:32][CH:31]=2)[CH2:25]1.C(=O)([O-])[O-].[Cs+].[Cs+].C([O-])(O)=O.[Na+], predict the reaction product. The product is: [O:1]=[C:2]([NH:17][C@@H:18]1[CH2:22][CH2:21][N:20]([CH:24]2[CH2:29][CH2:28][O:27][CH:26]([C:30]3[CH:35]=[CH:34][CH:33]=[CH:32][CH:31]=3)[CH2:25]2)[CH2:19]1)[CH2:3][NH:4][C:5](=[O:16])[C:6]1[CH:11]=[CH:10][CH:9]=[C:8]([C:12]([F:14])([F:15])[F:13])[CH:7]=1. (9) Given the reactants [NH2:1][CH2:2][CH2:3][CH2:4][OH:5].[CH3:6][O:7][C:8]1[CH:15]=[CH:14][C:11]([CH:12]=O)=[CH:10][CH:9]=1.[BH4-].[Na+].Cl, predict the reaction product. The product is: [CH3:6][O:7][C:8]1[CH:15]=[CH:14][C:11]([CH2:12][NH:1][CH2:2][CH2:3][CH2:4][OH:5])=[CH:10][CH:9]=1.